Predict the reactants needed to synthesize the given product. From a dataset of Full USPTO retrosynthesis dataset with 1.9M reactions from patents (1976-2016). (1) Given the product [CH3:15][O:16][C:17]1[CH:24]=[C:23]([O:25][CH3:26])[CH:22]=[CH:21][C:18]=1[CH2:19][NH:20][C:12](=[O:14])[C:7]1[CH:8]=[CH:9][CH:10]=[CH:11][C:6]=1[N:1]1[CH:2]=[CH:3][CH:4]=[CH:5]1, predict the reactants needed to synthesize it. The reactants are: [N:1]1([C:6]2[CH:11]=[CH:10][CH:9]=[CH:8][C:7]=2[C:12](=[O:14])C)[CH:5]=[CH:4][CH:3]=[CH:2]1.[CH3:15][O:16][C:17]1[CH:24]=[C:23]([O:25][CH3:26])[CH:22]=[CH:21][C:18]=1[CH2:19][NH2:20]. (2) Given the product [Cl:26][C:28]1[CH:29]=[C:30]2[C:31]([CH:42]([NH:39][C:12](=[O:14])[CH2:11][C:1]3[C:10]4[C:5](=[CH:6][CH:7]=[CH:8][CH:9]=4)[CH:4]=[CH:3][CH:2]=3)[CH2:43][C:48]3([O:47]2)[CH2:44][CH2:45][CH2:46]3)=[CH:32][CH:27]=1, predict the reactants needed to synthesize it. The reactants are: [C:1]1([CH2:11][C:12]([OH:14])=O)[C:10]2[C:5](=[CH:6][CH:7]=[CH:8][CH:9]=2)[CH:4]=[CH:3][CH:2]=1.CCN=C=NCCCN(C)C.[ClH:26].[CH:27]1[CH:28]=[CH:29][C:30]2N(O)N=N[C:31]=2[CH:32]=1.C([N:39]([CH2:42][CH3:43])CC)C.[CH2:44]1[CH2:48][O:47][CH2:46][CH2:45]1. (3) Given the product [CH2:11]([O:18][C:19]1[CH:24]=[CH:23][C:22]([N:53]2[CH2:54][CH2:55][N:50]([CH2:49][CH2:48][CH2:47][CH:41]3[CH2:46][CH2:45][CH2:44][CH2:43][CH2:42]3)[CH2:51][CH2:52]2)=[CH:21][C:20]=1[Cl:26])[C:12]1[CH:17]=[CH:16][CH:15]=[CH:14][CH:13]=1, predict the reactants needed to synthesize it. The reactants are: BrC1C=CC(OC)=C(C)C=1.[CH2:11]([O:18][C:19]1[CH:24]=[CH:23][C:22](Br)=[CH:21][C:20]=1[Cl:26])[C:12]1[CH:17]=[CH:16][CH:15]=[CH:14][CH:13]=1.C(N1CCNCC1)CC1C=CC=CC=1.[CH:41]1([CH2:47][CH2:48][CH2:49][N:50]2[CH2:55][CH2:54][NH:53][CH2:52][CH2:51]2)[CH2:46][CH2:45][CH2:44][CH2:43][CH2:42]1.